Dataset: Peptide-MHC class II binding affinity with 134,281 pairs from IEDB. Task: Regression. Given a peptide amino acid sequence and an MHC pseudo amino acid sequence, predict their binding affinity value. This is MHC class II binding data. (1) The peptide sequence is RGIEYIQHNGVVQES. The MHC is DRB1_0901 with pseudo-sequence DRB1_0901. The binding affinity (normalized) is 0.491. (2) The peptide sequence is EKKPFAATQFEPLAA. The MHC is DRB1_0701 with pseudo-sequence DRB1_0701. The binding affinity (normalized) is 0.829. (3) The peptide sequence is IGEHLLGSEISVILQ. The MHC is DRB1_0101 with pseudo-sequence DRB1_0101. The binding affinity (normalized) is 0.487.